Task: Predict the reactants needed to synthesize the given product.. Dataset: Full USPTO retrosynthesis dataset with 1.9M reactions from patents (1976-2016) (1) Given the product [CH3:23][C:2]1[CH:9]=[CH:8][C:5]([CH2:6][NH:7][CH:17]2[CH2:18][CH2:19][N:14]([C:12](=[O:13])[C:11]([F:22])([F:21])[F:10])[CH2:15][CH2:16]2)=[CH:4][CH:3]=1, predict the reactants needed to synthesize it. The reactants are: F[C:2]1[CH:9]=[CH:8][C:5]([CH2:6][NH2:7])=[CH:4][CH:3]=1.[F:10][C:11]([F:22])([F:21])[C:12]([N:14]1[CH2:19][CH2:18][C:17](=O)[CH2:16][CH2:15]1)=[O:13].[C:23](O)(=O)C.[BH3-]C#N.[Na+]. (2) Given the product [O:1]=[C:2]1[CH2:6][N:5]([C:7]([O:9][C:10]([CH3:11])([CH3:12])[CH3:13])=[O:8])[C@H:4]([C:14]([O:16][CH3:17])=[O:15])[CH2:3]1, predict the reactants needed to synthesize it. The reactants are: [OH:1][C@H:2]1[CH2:6][N:5]([C:7]([O:9][C:10]([CH3:13])([CH3:12])[CH3:11])=[O:8])[C@H:4]([C:14]([O:16][CH3:17])=[O:15])[CH2:3]1.C1C=C[NH+]=CC=1.[O-][Cr](Cl)(=O)=O.